Dataset: Full USPTO retrosynthesis dataset with 1.9M reactions from patents (1976-2016). Task: Predict the reactants needed to synthesize the given product. (1) Given the product [CH2:77]([N:84]([CH2:85][CH2:86][O:87][Si:88]([C:91]([CH3:94])([CH3:93])[CH3:92])([CH3:89])[CH3:90])[C:74]([C:55]1[C:54]([O:53][CH2:46][C:47]2[CH:52]=[CH:51][CH:50]=[CH:49][CH:48]=2)=[C:59]([OH:60])[N:58]=[C:57]([CH2:61][C:62]2([C:67]3[CH:72]=[CH:71][C:70]([Cl:73])=[CH:69][CH:68]=3)[CH2:63][CH2:64][CH2:65][CH2:66]2)[N:56]=1)=[O:76])[C:78]1[CH:83]=[CH:82][CH:81]=[CH:80][CH:79]=1, predict the reactants needed to synthesize it. The reactants are: [Si](OCCN(C)C(C1C(OCC2C=CC=CC=2)=C(O)N=C(CC2(C3C4C(=CC=CC=4)C=CC=3)CCCC2)N=1)=O)(C(C)(C)C)(C)C.[CH2:46]([O:53][C:54]1[C:55]([C:74]([OH:76])=O)=[N:56][C:57]([CH2:61][C:62]2([C:67]3[CH:72]=[CH:71][C:70]([Cl:73])=[CH:69][CH:68]=3)[CH2:66][CH2:65][CH2:64][CH2:63]2)=[N:58][C:59]=1[OH:60])[C:47]1[CH:52]=[CH:51][CH:50]=[CH:49][CH:48]=1.[CH2:77]([NH:84][CH2:85][CH2:86][O:87][Si:88]([C:91]([CH3:94])([CH3:93])[CH3:92])([CH3:90])[CH3:89])[C:78]1[CH:83]=[CH:82][CH:81]=[CH:80][CH:79]=1. (2) The reactants are: [O:1]1[CH:5]=[CH:4][CH:3]=[C:2]1[CH2:6][CH2:7][CH2:8]O.C1(C)C=CC(S(Cl)(=O)=O)=CC=1.Cl.[Na+].[I-:23]. Given the product [I:23][CH2:8][CH2:7][CH2:6][C:2]1[O:1][CH:5]=[CH:4][CH:3]=1, predict the reactants needed to synthesize it. (3) Given the product [CH:27]1([C:25]2[O:26][C:2]3[C:3]([N:24]=2)=[CH:4][C:5]2[C@@:12]4([CH3:16])[C:13]([CH3:14])([CH3:15])[C@@H:8]([CH2:7][C:6]=2[CH:23]=3)[N:9]([C:17](=[O:22])[C:18]([F:21])([F:20])[F:19])[CH2:10][CH2:11]4)[CH2:28][CH2:29]1, predict the reactants needed to synthesize it. The reactants are: O[C:2]1[C:3]([NH:24][C:25]([CH:27]2[CH2:29][CH2:28]2)=[O:26])=[CH:4][C:5]2[C@@:12]3([CH3:16])[C:13]([CH3:15])([CH3:14])[C@H:8]([N:9]([C:17](=[O:22])[C:18]([F:21])([F:20])[F:19])[CH2:10][CH2:11]3)[CH2:7][C:6]=2[CH:23]=1.C1(C)C=CC(S([O-])(=O)=O)=CC=1.[NH+]1C=CC=CC=1. (4) Given the product [NH2:7][C@@H:8]1[CH2:13][CH2:12][CH2:11][N:10]([C:14]([C:16]2[CH:38]=[CH:37][C:19]3[N:20]([CH3:36])[C:21]([C:23]4[N:33]([CH2:34][CH3:35])[C:26]5=[CH:27][N:28]=[C:29]([O:31][CH3:32])[CH:30]=[C:25]5[CH:24]=4)=[N:22][C:18]=3[CH:17]=2)=[O:15])[CH2:9]1, predict the reactants needed to synthesize it. The reactants are: C(OC(=O)[NH:7][C@@H:8]1[CH2:13][CH2:12][CH2:11][N:10]([C:14]([C:16]2[CH:38]=[CH:37][C:19]3[N:20]([CH3:36])[C:21]([C:23]4[N:33]([CH2:34][CH3:35])[C:26]5=[CH:27][N:28]=[C:29]([O:31][CH3:32])[CH:30]=[C:25]5[CH:24]=4)=[N:22][C:18]=3[CH:17]=2)=[O:15])[CH2:9]1)(C)(C)C.C(O)(C(F)(F)F)=O.